Dataset: NCI-60 drug combinations with 297,098 pairs across 59 cell lines. Task: Regression. Given two drug SMILES strings and cell line genomic features, predict the synergy score measuring deviation from expected non-interaction effect. (1) Drug 1: C1=C(C(=O)NC(=O)N1)N(CCCl)CCCl. Drug 2: C1=CC(=CC=C1CC(C(=O)O)N)N(CCCl)CCCl.Cl. Cell line: RPMI-8226. Synergy scores: CSS=48.2, Synergy_ZIP=8.99, Synergy_Bliss=10.7, Synergy_Loewe=2.98, Synergy_HSA=9.54. (2) Synergy scores: CSS=29.3, Synergy_ZIP=-5.53, Synergy_Bliss=-0.168, Synergy_Loewe=0.973, Synergy_HSA=3.22. Cell line: NCI/ADR-RES. Drug 1: C1CC(C1)(C(=O)O)C(=O)O.[NH2-].[NH2-].[Pt+2]. Drug 2: CCC1=C2CN3C(=CC4=C(C3=O)COC(=O)C4(CC)O)C2=NC5=C1C=C(C=C5)O. (3) Drug 1: COC1=CC(=CC(=C1O)OC)C2C3C(COC3=O)C(C4=CC5=C(C=C24)OCO5)OC6C(C(C7C(O6)COC(O7)C8=CC=CS8)O)O. Drug 2: C1=CC=C(C=C1)NC(=O)CCCCCCC(=O)NO. Cell line: OVCAR-8. Synergy scores: CSS=42.3, Synergy_ZIP=-4.99, Synergy_Bliss=0.226, Synergy_Loewe=-0.922, Synergy_HSA=4.14. (4) Drug 2: C1=NC2=C(N1)C(=S)N=CN2. Cell line: M14. Drug 1: C1=CN(C(=O)N=C1N)C2C(C(C(O2)CO)O)O.Cl. Synergy scores: CSS=45.0, Synergy_ZIP=-11.2, Synergy_Bliss=-9.43, Synergy_Loewe=-10.0, Synergy_HSA=-3.48.